From a dataset of Forward reaction prediction with 1.9M reactions from USPTO patents (1976-2016). Predict the product of the given reaction. (1) Given the reactants Br[C:2]1[CH:7]=[CH:6][CH:5]=[CH:4][N:3]=1.[CH2:8]([N:12]1[CH:16]=[C:15]([C:17]2[CH:22]=[CH:21][C:20]([F:23])=[CH:19][CH:18]=2)[N:14]=[N:13]1)[CH2:9][C:10]#[CH:11], predict the reaction product. The product is: [F:23][C:20]1[CH:19]=[CH:18][C:17]([C:15]2[N:14]=[N:13][N:12]([CH2:8][CH2:9][C:10]#[C:11][C:2]3[CH:7]=[CH:6][CH:5]=[CH:4][N:3]=3)[CH:16]=2)=[CH:22][CH:21]=1. (2) Given the reactants C(=O)([O-])[O-].[K+].[K+].[C:7]([O:11][C:12]([N:14]1[CH2:19][CH2:18][CH:17]([N:20]2[C:24]3=[N:25][CH:26]=[N:27][C:28](Cl)=[C:23]3[CH:22]=[N:21]2)[CH2:16][CH2:15]1)=[O:13])([CH3:10])([CH3:9])[CH3:8].[F:30][C:31]1[CH:36]=[C:35]([F:37])[C:34]([F:38])=[CH:33][C:32]=1[OH:39].O, predict the reaction product. The product is: [C:7]([O:11][C:12]([N:14]1[CH2:19][CH2:18][CH:17]([N:20]2[C:24]3=[N:25][CH:26]=[N:27][C:28]([O:39][C:32]4[CH:33]=[C:34]([F:38])[C:35]([F:37])=[CH:36][C:31]=4[F:30])=[C:23]3[CH:22]=[N:21]2)[CH2:16][CH2:15]1)=[O:13])([CH3:10])([CH3:9])[CH3:8]. (3) Given the reactants [NH:1]1[CH2:6][CH2:5][CH2:4][CH2:3][CH2:2]1.Cl.C(N=C=NCCCN(C)C)C.[CH3:19][O:20][C:21]1[C:22]([CH3:51])=[C:23]([C:42]([O:49][CH3:50])=[C:43]([O:47][CH3:48])[C:44]=1[O:45][CH3:46])[CH2:24][C:25]1[CH:26]=[CH:27][C:28]([O:34][CH2:35][C:36]2[CH:41]=[CH:40][CH:39]=[CH:38][CH:37]=2)=[C:29]([CH:33]=1)[C:30](O)=[O:31], predict the reaction product. The product is: [CH3:19][O:20][C:21]1[C:22]([CH3:51])=[C:23]([C:42]([O:49][CH3:50])=[C:43]([O:47][CH3:48])[C:44]=1[O:45][CH3:46])[CH2:24][C:25]1[CH:26]=[CH:27][C:28]([O:34][CH2:35][C:36]2[CH:41]=[CH:40][CH:39]=[CH:38][CH:37]=2)=[C:29]([CH:33]=1)[C:30]([N:1]1[CH2:6][CH2:5][CH2:4][CH2:3][CH2:2]1)=[O:31]. (4) Given the reactants [CH:1]1([C:4]2[CH:5]=[C:6]([C:25]([O:27]CC)=[O:26])[C:7](=[O:24])[N:8]3[C:13]=2[C:12]([CH3:14])=[C:11]([C:15]2[CH:20]=[C:19]([CH3:21])[C:18]([NH2:22])=[CH:17][C:16]=2[Cl:23])[CH:10]=[CH:9]3)[CH2:3][CH2:2]1.[Li+].[OH-].Cl.C(OCC)(=O)C, predict the reaction product. The product is: [CH:1]1([C:4]2[CH:5]=[C:6]([C:25]([OH:27])=[O:26])[C:7](=[O:24])[N:8]3[C:13]=2[C:12]([CH3:14])=[C:11]([C:15]2[CH:20]=[C:19]([CH3:21])[C:18]([NH2:22])=[CH:17][C:16]=2[Cl:23])[CH:10]=[CH:9]3)[CH2:3][CH2:2]1. (5) Given the reactants C[O:2][C:3](=[O:14])[C:4]1[CH:9]=[CH:8][C:7]([O:10][CH2:11][C:12]#[CH:13])=[CH:6][CH:5]=1.[OH-].[Na+].O, predict the reaction product. The product is: [CH2:11]([O:10][C:7]1[CH:8]=[CH:9][C:4]([C:3]([OH:14])=[O:2])=[CH:5][CH:6]=1)[C:12]#[CH:13]. (6) Given the reactants Br[C:2]1[C:7]([CH2:8][N:9]2[N:18]=[CH:17][C:16]3[C:11](=[CH:12][C:13]([C:19]4[CH:24]=[CH:23][C:22]([O:25][C:26]([F:29])([F:28])[F:27])=[CH:21][CH:20]=4)=[CH:14][CH:15]=3)[C:10]2=[O:30])=[CH:6][CH:5]=[CH:4][N:3]=1.[CH:31]1(B(O)O)[CH2:33][CH2:32]1.C(=O)([O-])[O-].[K+].[K+], predict the reaction product. The product is: [CH:31]1([C:2]2[C:7]([CH2:8][N:9]3[N:18]=[CH:17][C:16]4[C:11](=[CH:12][C:13]([C:19]5[CH:24]=[CH:23][C:22]([O:25][C:26]([F:29])([F:28])[F:27])=[CH:21][CH:20]=5)=[CH:14][CH:15]=4)[C:10]3=[O:30])=[CH:6][CH:5]=[CH:4][N:3]=2)[CH2:33][CH2:32]1. (7) Given the reactants CS(O[CH2:6][C:7]1[N:8]([CH2:17][CH2:18][CH2:19][S:20]([CH3:23])(=[O:22])=[O:21])[C:9]2[C:14]([CH:15]=1)=[CH:13][C:12]([Cl:16])=[CH:11][CH:10]=2)(=O)=O.[CH3:24][S:25]([C:28]1[C:36]2[C:31](=[CH:32][N:33]=[CH:34][CH:35]=2)[NH:30][N:29]=1)(=[O:27])=[O:26].C1C=CC(P(C2C=CC=CC=2)C2C=CC=CC=2)=CC=1.CC(OC(/N=N/C(OC(C)C)=O)=O)C, predict the reaction product. The product is: [Cl:16][C:12]1[CH:13]=[C:14]2[C:9](=[CH:10][CH:11]=1)[N:8]([CH2:17][CH2:18][CH2:19][S:20]([CH3:23])(=[O:21])=[O:22])[C:7]([CH2:6][N:30]1[C:31]3=[CH:32][N:33]=[CH:34][CH:35]=[C:36]3[C:28]([S:25]([CH3:24])(=[O:26])=[O:27])=[N:29]1)=[CH:15]2. (8) Given the reactants C(OC(=O)[NH:7][C@H:8]([CH2:31][NH:32][C:33]([C:35]1[C:40]([NH2:41])=[N:39][C:38]([NH2:42])=[C:37]([Cl:43])[N:36]=1)=[O:34])[CH2:9][CH2:10][CH2:11][CH2:12][NH:13][C:14](=[O:30])[CH2:15][C:16]1[CH:21]=[CH:20][C:19]([O:22][CH2:23][C:24]2[CH:29]=[CH:28][CH:27]=[CH:26][CH:25]=2)=[CH:18][CH:17]=1)(C)(C)C.[C:45]([OH:51])([C:47]([F:50])([F:49])[F:48])=[O:46], predict the reaction product. The product is: [F:48][C:47]([F:50])([F:49])[C:45]([OH:51])=[O:46].[NH2:7][C@@H:8]([CH2:9][CH2:10][CH2:11][CH2:12][NH:13][C:14](=[O:30])[CH2:15][C:16]1[CH:17]=[CH:18][C:19]([O:22][CH2:23][C:24]2[CH:29]=[CH:28][CH:27]=[CH:26][CH:25]=2)=[CH:20][CH:21]=1)[CH2:31][NH:32][C:33]([C:35]1[C:40]([NH2:41])=[N:39][C:38]([NH2:42])=[C:37]([Cl:43])[N:36]=1)=[O:34]. (9) Given the reactants Br[CH2:2][CH2:3][C:4]([NH:6][C:7]1[S:8][C:9]([C:13]2[CH:18]=[CH:17][N:16]=[C:15]([NH:19][C:20]3[CH:25]=[CH:24][C:23]([Cl:26])=[CH:22][CH:21]=3)[N:14]=2)=[C:10]([CH3:12])[N:11]=1)=[O:5].[CH2:27]([N:29]([CH2:33][CH3:34])[CH2:30][CH2:31][NH2:32])[CH3:28], predict the reaction product. The product is: [Cl:26][C:23]1[CH:24]=[CH:25][C:20]([NH:19][C:15]2[N:14]=[C:13]([C:9]3[S:8][C:7]([NH:6][C:4](=[O:5])[CH2:3][CH2:2][NH:32][CH2:31][CH2:30][N:29]([CH2:33][CH3:34])[CH2:27][CH3:28])=[N:11][C:10]=3[CH3:12])[CH:18]=[CH:17][N:16]=2)=[CH:21][CH:22]=1. (10) Given the reactants [NH2:1][C:2]1[N:7]=[C:6]([NH:8][C:9]2[CH:10]=[N:11][N:12]([CH3:14])[CH:13]=2)[N:5]=[C:4]([C:15]2[C:16]([CH2:36][OH:37])=[C:17]([N:21]3[CH:30]=[CH:29][C:28]4[C:23](=[C:24]([F:34])[CH:25]=[C:26]([CH:31]5[CH2:33][CH2:32]5)[CH:27]=4)[C:22]3=[O:35])[CH:18]=[CH:19][CH:20]=2)[CH:3]=1.[ClH:38].C(OCC)(=O)C, predict the reaction product. The product is: [ClH:38].[NH2:1][C:2]1[N:7]=[C:6]([NH:8][C:9]2[CH:10]=[N:11][N:12]([CH3:14])[CH:13]=2)[N:5]=[C:4]([C:15]2[C:16]([CH2:36][OH:37])=[C:17]([N:21]3[CH:30]=[CH:29][C:28]4[C:23](=[C:24]([F:34])[CH:25]=[C:26]([CH:31]5[CH2:33][CH2:32]5)[CH:27]=4)[C:22]3=[O:35])[CH:18]=[CH:19][CH:20]=2)[CH:3]=1.